Task: Binary Classification. Given a drug SMILES string, predict its activity (active/inactive) in a high-throughput screening assay against a specified biological target.. Dataset: HIV replication inhibition screening data with 41,000+ compounds from the AIDS Antiviral Screen (1) The result is 0 (inactive). The drug is CCOC(=O)Cc1[nH]c(C(=O)c2ccccc2)cc1C(=O)c1ccccc1. (2) The drug is N.Nc1nc(O)[n+]2ncn(CCP(=O)(O)O)c2n1. The result is 0 (inactive). (3) The molecule is NCC(SSC(CN)C(=O)O)C(=O)O. The result is 0 (inactive). (4) The result is 0 (inactive). The drug is CCOP(=O)(OCC)C(C)=NO. (5) The compound is CC(C)N(c1cc2c(cc1F)c(=O)c(C(=O)O)cn2-c1ccc(N2CCN(C)CC2)cn1)C(C)C. The result is 0 (inactive). (6) The compound is Cc1ccc2c(c1)nc1c3ccccc3nc(-c3ccccc3N)n21. The result is 0 (inactive). (7) The drug is C[N+](C)(C)CCNP(=O)(Oc1ccccc1)c1ccccc1.[I-]. The result is 0 (inactive). (8) The compound is COc1ccccc1OCC(O)CO. The result is 0 (inactive). (9) The molecule is O=C1C=C(Nc2ccccc2C(=O)CC(=O)C(=O)Nc2cccc(C(F)(F)F)c2)c2ccccc2C1=O. The result is 0 (inactive). (10) The molecule is CCCCn1c(C)c2c(c1C)C(=O)N(CCN1CCN(c3ccccc3Cl)CC1)C2=O. The result is 0 (inactive).